Dataset: Reaction yield outcomes from USPTO patents with 853,638 reactions. Task: Predict the reaction yield, written as a fraction of the theoretical maximum amount of product (1.0 means a 100% yield; for example, 0.34 means a 34% yield). (1) The product is [CH2:9]([N:16]1[C:25]2[C:20](=[CH:21][C:22]([F:26])=[CH:23][CH:24]=2)[C:19]([N:27]2[CH2:32][CH2:31][N:30]([C:6]([C:2]3[O:1][CH:5]=[CH:4][CH:3]=3)=[O:7])[CH2:29][CH2:28]2)=[C:18]([C:33]#[N:34])[C:17]1=[O:35])[C:10]1[CH:15]=[CH:14][CH:13]=[CH:12][CH:11]=1. The yield is 0.730. The catalyst is N1C=CC=CC=1. The reactants are [O:1]1[CH:5]=[CH:4][CH:3]=[C:2]1[C:6](Cl)=[O:7].[CH2:9]([N:16]1[C:25]2[C:20](=[CH:21][C:22]([F:26])=[CH:23][CH:24]=2)[C:19]([N:27]2[CH2:32][CH2:31][NH:30][CH2:29][CH2:28]2)=[C:18]([C:33]#[N:34])[C:17]1=[O:35])[C:10]1[CH:15]=[CH:14][CH:13]=[CH:12][CH:11]=1. (2) The reactants are [F:1][C:2]1[CH:17]=[C:16]([N+:18]([O-])=O)[CH:15]=[CH:14][C:3]=1[C:4]([NH:6][CH:7]1[CH2:12][CH2:11][N:10]([CH3:13])[CH2:9][CH2:8]1)=[O:5]. The catalyst is [Pd].CO. The product is [NH2:18][C:16]1[CH:15]=[CH:14][C:3]([C:4]([NH:6][CH:7]2[CH2:8][CH2:9][N:10]([CH3:13])[CH2:11][CH2:12]2)=[O:5])=[C:2]([F:1])[CH:17]=1. The yield is 0.390. (3) The product is [F:25][C:22]1[CH:23]=[C:24]2[C:19](=[CH:20][CH:21]=1)[NH:18][CH:17]=[C:16]2[CH2:15][CH2:14][CH2:13][CH2:12][N:29]1[CH2:30][CH2:31][N:26]([C:32]2[N:37]=[C:36]([C:38]#[N:39])[CH:35]=[CH:34][N:33]=2)[CH2:27][CH2:28]1. The yield is 0.850. The reactants are CC1C=CC(S(O[CH2:12][CH2:13][CH2:14][CH2:15][C:16]2[C:24]3[C:19](=[CH:20][CH:21]=[C:22]([F:25])[CH:23]=3)[NH:18][CH:17]=2)(=O)=O)=CC=1.[N:26]1([C:32]2[N:37]=[C:36]([C:38]#[N:39])[CH:35]=[CH:34][N:33]=2)[CH2:31][CH2:30][NH:29][CH2:28][CH2:27]1.C(=O)([O-])[O-].[K+].[K+].[I-].[K+]. The catalyst is C(#N)C. (4) The reactants are [F:1][C:2]1[CH:3]=[C:4]([CH:7]=[CH:8][C:9]=1[OH:10])[CH:5]=[O:6].C(Cl)Cl.N1C=CC=CC=1.[N:20]1([C:26](Cl)=[O:27])[CH2:25][CH2:24][O:23][CH2:22][CH2:21]1. The catalyst is O. The product is [N:20]1([C:26]([O:10][C:9]2[CH:8]=[CH:7][C:4]([CH:5]=[O:6])=[CH:3][C:2]=2[F:1])=[O:27])[CH2:25][CH2:24][O:23][CH2:22][CH2:21]1. The yield is 0.870. (5) The reactants are [CH2:1]([N:5]1[C:13]([N:14]2[CH2:19][CH2:18][NH:17][C@@H:16]([CH3:20])[CH2:15]2)=[N:12][C:11]2[C:6]1=[N:7][C:8]([C:27]1[CH:28]=[N:29][C:30]([NH2:33])=[N:31][CH:32]=1)=[N:9][C:10]=2[N:21]1[CH2:26][CH2:25][O:24][CH2:23][CH2:22]1)[CH:2]([CH3:4])[CH3:3].C(N(CC)CC)C.[S:41](Cl)([CH3:44])(=[O:43])=[O:42]. The catalyst is O1CCCC1. The product is [CH2:1]([N:5]1[C:13]([N:14]2[CH2:19][CH2:18][N:17]([S:41]([CH3:44])(=[O:43])=[O:42])[C@@H:16]([CH3:20])[CH2:15]2)=[N:12][C:11]2[C:6]1=[N:7][C:8]([C:27]1[CH:32]=[N:31][C:30]([NH2:33])=[N:29][CH:28]=1)=[N:9][C:10]=2[N:21]1[CH2:26][CH2:25][O:24][CH2:23][CH2:22]1)[CH:2]([CH3:4])[CH3:3]. The yield is 0.670. (6) The reactants are [Cl:1][C:2]1[CH:10]=[C:9]2[C:5]([CH:6]=[CH:7][NH:8]2)=[CH:4][C:3]=1B1OCC(C)(C)CO1.[C:19](=O)([O-])[O-:20].[K+].[K+].Br[C:26]1[CH:31]=[CH:30][C:29]([CH2:32][CH2:33][CH2:34][OH:35])=[CH:28][CH:27]=1. The catalyst is O1CCOCC1.CN(C=O)C.C1C=CC(P(C2C=CC=CC=2)[C-]2C=CC=C2)=CC=1.C1C=CC(P(C2C=CC=CC=2)[C-]2C=CC=C2)=CC=1.Cl[Pd]Cl.[Fe+2]. The product is [Cl:1][C:2]1[CH:10]=[C:9]2[C:5]([C:6]([CH:19]=[O:20])=[CH:7][NH:8]2)=[CH:4][C:3]=1[C:26]1[CH:31]=[CH:30][C:29]([CH2:32][CH2:33][CH2:34][OH:35])=[CH:28][CH:27]=1. The yield is 0.270.